From a dataset of Peptide-MHC class I binding affinity with 185,985 pairs from IEDB/IMGT. Regression. Given a peptide amino acid sequence and an MHC pseudo amino acid sequence, predict their binding affinity value. This is MHC class I binding data. (1) The peptide sequence is IVTDLENRL. The MHC is HLA-A68:02 with pseudo-sequence HLA-A68:02. The binding affinity (normalized) is 0.418. (2) The peptide sequence is LERWHSLIKYL. The MHC is H-2-Kk with pseudo-sequence H-2-Kk. The binding affinity (normalized) is 0.755. (3) The peptide sequence is KEKDMTKEF. The MHC is Mamu-A11 with pseudo-sequence Mamu-A11. The binding affinity (normalized) is 0.772. (4) The peptide sequence is VITDFELEV. The MHC is H-2-Kb with pseudo-sequence H-2-Kb. The binding affinity (normalized) is 0.459. (5) The peptide sequence is HPKKVKQAF. The MHC is HLA-B58:01 with pseudo-sequence HLA-B58:01. The binding affinity (normalized) is 0.213. (6) The peptide sequence is SGQSPARTS. The MHC is HLA-A02:01 with pseudo-sequence HLA-A02:01. The binding affinity (normalized) is 0.